This data is from Forward reaction prediction with 1.9M reactions from USPTO patents (1976-2016). The task is: Predict the product of the given reaction. (1) Given the reactants [Cl:1][C:2]1[CH:3]=[N+:4]([O-:27])[CH:5]=[C:6]([Cl:26])[C:7]=1[CH2:8][C@@H:9]([C:11]1[CH:16]=[CH:15][C:14]([O:17][CH:18]([F:20])[F:19])=[C:13]([O:21][CH2:22][CH:23]2[CH2:25][CH2:24]2)[CH:12]=1)[OH:10].C(Cl)CCl.[O:32]=[C:33]1[C:41]2[C:36](=[CH:37][C:38]([N:42]([CH2:47][C:48]3[S:49][CH:50]=[CH:51][CH:52]=3)[S:43]([CH3:46])(=[O:45])=[O:44])=[CH:39][CH:40]=2)[C:35](=[O:53])[N:34]1[CH2:54][C:55](O)=[O:56], predict the reaction product. The product is: [Cl:1][C:2]1[CH:3]=[N+:4]([O-:27])[CH:5]=[C:6]([Cl:26])[C:7]=1[CH2:8][C@@H:9]([C:11]1[CH:16]=[CH:15][C:14]([O:17][CH:18]([F:20])[F:19])=[C:13]([O:21][CH2:22][CH:23]2[CH2:25][CH2:24]2)[CH:12]=1)[O:10][C:55](=[O:56])[CH2:54][N:34]1[C:35](=[O:53])[C:36]2[C:41](=[CH:40][CH:39]=[C:38]([N:42]([CH2:47][C:48]3[S:49][CH:50]=[CH:51][CH:52]=3)[S:43]([CH3:46])(=[O:45])=[O:44])[CH:37]=2)[C:33]1=[O:32]. (2) The product is: [CH2:1]([O:3][C:4](=[O:25])[CH2:5][C@@H:6]([NH:13][C:14]1[C:19]([NH2:20])=[CH:18][CH:17]=[C:16]([C:23]#[N:24])[N:15]=1)[C:7]1[CH:8]=[CH:9][CH:10]=[CH:11][CH:12]=1)[CH3:2]. Given the reactants [CH2:1]([O:3][C:4](=[O:25])[CH2:5][C@@H:6]([NH:13][C:14]1[C:19]([N+:20]([O-])=O)=[CH:18][CH:17]=[C:16]([C:23]#[N:24])[N:15]=1)[C:7]1[CH:12]=[CH:11][CH:10]=[CH:9][CH:8]=1)[CH3:2], predict the reaction product. (3) Given the reactants Cl[C:2]1[O:6][N:5]=[C:4]([C:7]2[CH:12]=[CH:11][CH:10]=[CH:9][CH:8]=2)[C:3]=1[C:13]1[O:17][C:16]([C:18]2[CH:23]=[CH:22][C:21]([N:24]3[CH2:29][CH2:28][O:27][CH2:26][CH2:25]3)=[CH:20][C:19]=2[O:30][CH3:31])=[N:15][N:14]=1.[CH2:32]([NH2:34])[CH3:33].C(=O)([O-])[O-].[K+].[K+], predict the reaction product. The product is: [CH2:32]([NH:34][C:2]1[O:6][N:5]=[C:4]([C:7]2[CH:12]=[CH:11][CH:10]=[CH:9][CH:8]=2)[C:3]=1[C:13]1[O:17][C:16]([C:18]2[CH:23]=[CH:22][C:21]([N:24]3[CH2:29][CH2:28][O:27][CH2:26][CH2:25]3)=[CH:20][C:19]=2[O:30][CH3:31])=[N:15][N:14]=1)[CH3:33]. (4) Given the reactants [N:1]1[CH:6]=[CH:5][N:4]=[CH:3][C:2]=1[C:7]([OH:9])=O.[C:10]([C:14]1[N:19]=[C:18]([N:20]2[CH2:25][CH2:24][N:23]([CH2:26][CH2:27][CH2:28][CH2:29][NH2:30])[CH2:22][CH2:21]2)[CH:17]=[C:16]([CH:31]2[CH2:34][CH2:33][CH2:32]2)[N:15]=1)([CH3:13])([CH3:12])[CH3:11].C(N(C(C)C)CC)(C)C.OC1C2N=NNC=2C=CC=1.Cl.C(N=C=NCCCN(C)C)C, predict the reaction product. The product is: [C:10]([C:14]1[N:19]=[C:18]([N:20]2[CH2:21][CH2:22][N:23]([CH2:26][CH2:27][CH2:28][CH2:29][NH:30][C:7]([C:2]3[CH:3]=[N:4][CH:5]=[CH:6][N:1]=3)=[O:9])[CH2:24][CH2:25]2)[CH:17]=[C:16]([CH:31]2[CH2:34][CH2:33][CH2:32]2)[N:15]=1)([CH3:13])([CH3:11])[CH3:12]. (5) Given the reactants [C:1]1([C:22]2[CH:27]=[CH:26][CH:25]=[CH:24][CH:23]=2)[CH:6]=[CH:5][C:4]([NH:7][C:8](=[O:21])[C:9]2[CH:14]=[CH:13][C:12]([Br:15])=[C:11]([NH:16][C:17](=[O:20])[CH2:18]Cl)[CH:10]=2)=[CH:3][CH:2]=1.[NH:28]1[CH2:33][CH2:32][O:31][CH2:30][CH2:29]1.C(N(CC)CC)C.[I-].[K+], predict the reaction product. The product is: [C:1]1([C:22]2[CH:27]=[CH:26][CH:25]=[CH:24][CH:23]=2)[CH:6]=[CH:5][C:4]([NH:7][C:8](=[O:21])[C:9]2[CH:14]=[CH:13][C:12]([Br:15])=[C:11]([NH:16][C:17](=[O:20])[CH2:18][N:28]3[CH2:33][CH2:32][O:31][CH2:30][CH2:29]3)[CH:10]=2)=[CH:3][CH:2]=1. (6) Given the reactants FC(F)(F)C(O)=O.FC(F)(F)C(O)=O.[Cl:15][C:16]1[C:17]([N:29]2[CH2:34][CH2:33][NH:32][CH2:31][CH2:30]2)=[N:18][CH:19]=[C:20]([C:22]2[O:23][C:24]([CH2:27][CH3:28])=[CH:25][N:26]=2)[CH:21]=1.[Cl:35][C:36]1[S:40][C:39]([S:41]([NH:44][C:45](=O)[O:46]CC(Cl)(Cl)Cl)(=[O:43])=[O:42])=[CH:38][CH:37]=1.CCN(C(C)C)C(C)C.CCOC(C)=O, predict the reaction product. The product is: [Cl:15][C:16]1[C:17]([N:29]2[CH2:34][CH2:33][N:32]([C:45]([NH:44][S:41]([C:39]3[S:40][C:36]([Cl:35])=[CH:37][CH:38]=3)(=[O:43])=[O:42])=[O:46])[CH2:31][CH2:30]2)=[N:18][CH:19]=[C:20]([C:22]2[O:23][C:24]([CH2:27][CH3:28])=[CH:25][N:26]=2)[CH:21]=1. (7) The product is: [CH3:1][N:2]1[CH:6]=[C:5]([C:7]2[CH:8]=[CH:9][C:10]3[N:11]([C:13]([S:16][C:18]4[CH:19]=[C:20]5[C:25](=[CH:26][CH:27]=4)[N:24]=[CH:23][CH:22]=[C:21]5[N:28]4[CH2:29][CH2:30][O:31][CH2:32][CH2:33]4)=[N:14][N:15]=3)[CH:12]=2)[CH:4]=[N:3]1. Given the reactants [CH3:1][N:2]1[CH:6]=[C:5]([C:7]2[CH:8]=[CH:9][C:10]3[N:11]([C:13]([SH:16])=[N:14][N:15]=3)[CH:12]=2)[CH:4]=[N:3]1.Br[C:18]1[CH:19]=[C:20]2[C:25](=[CH:26][CH:27]=1)[N:24]=[CH:23][CH:22]=[C:21]2[N:28]1[CH2:33][CH2:32][O:31][CH2:30][CH2:29]1.C1(P(C2C=CC=CC=2)C2C3OC4C(=CC=CC=4P(C4C=CC=CC=4)C4C=CC=CC=4)C(C)(C)C=3C=CC=2)C=CC=CC=1.C(N(CC)C(C)C)(C)C, predict the reaction product.